From a dataset of NCI-60 drug combinations with 297,098 pairs across 59 cell lines. Regression. Given two drug SMILES strings and cell line genomic features, predict the synergy score measuring deviation from expected non-interaction effect. (1) Drug 1: CN1CCC(CC1)COC2=C(C=C3C(=C2)N=CN=C3NC4=C(C=C(C=C4)Br)F)OC. Drug 2: CC1C(C(=O)NC(C(=O)N2CCCC2C(=O)N(CC(=O)N(C(C(=O)O1)C(C)C)C)C)C(C)C)NC(=O)C3=C4C(=C(C=C3)C)OC5=C(C(=O)C(=C(C5=N4)C(=O)NC6C(OC(=O)C(N(C(=O)CN(C(=O)C7CCCN7C(=O)C(NC6=O)C(C)C)C)C)C(C)C)C)N)C. Cell line: HOP-62. Synergy scores: CSS=2.89, Synergy_ZIP=4.43, Synergy_Bliss=6.05, Synergy_Loewe=5.19, Synergy_HSA=5.61. (2) Drug 1: C1CC(=O)NC(=O)C1N2CC3=C(C2=O)C=CC=C3N. Drug 2: CN(C)C1=NC(=NC(=N1)N(C)C)N(C)C. Cell line: KM12. Synergy scores: CSS=-3.82, Synergy_ZIP=-9.14, Synergy_Bliss=-22.1, Synergy_Loewe=-17.3, Synergy_HSA=-17.0. (3) Drug 1: C1C(C(OC1N2C=NC3=C(N=C(N=C32)Cl)N)CO)O. Drug 2: C(CCl)NC(=O)N(CCCl)N=O. Cell line: HL-60(TB). Synergy scores: CSS=56.1, Synergy_ZIP=0.749, Synergy_Bliss=0.828, Synergy_Loewe=-34.2, Synergy_HSA=1.16. (4) Drug 1: CC1C(C(=O)NC(C(=O)N2CCCC2C(=O)N(CC(=O)N(C(C(=O)O1)C(C)C)C)C)C(C)C)NC(=O)C3=C4C(=C(C=C3)C)OC5=C(C(=O)C(=C(C5=N4)C(=O)NC6C(OC(=O)C(N(C(=O)CN(C(=O)C7CCCN7C(=O)C(NC6=O)C(C)C)C)C)C(C)C)C)N)C. Drug 2: CCC1(CC2CC(C3=C(CCN(C2)C1)C4=CC=CC=C4N3)(C5=C(C=C6C(=C5)C78CCN9C7C(C=CC9)(C(C(C8N6C=O)(C(=O)OC)O)OC(=O)C)CC)OC)C(=O)OC)O.OS(=O)(=O)O. Cell line: NCI-H522. Synergy scores: CSS=28.5, Synergy_ZIP=-2.05, Synergy_Bliss=-0.455, Synergy_Loewe=-10.5, Synergy_HSA=-2.37. (5) Drug 1: CC1OCC2C(O1)C(C(C(O2)OC3C4COC(=O)C4C(C5=CC6=C(C=C35)OCO6)C7=CC(=C(C(=C7)OC)O)OC)O)O. Drug 2: CCN(CC)CCCC(C)NC1=C2C=C(C=CC2=NC3=C1C=CC(=C3)Cl)OC. Cell line: T-47D. Synergy scores: CSS=27.4, Synergy_ZIP=-10.7, Synergy_Bliss=-6.15, Synergy_Loewe=-6.85, Synergy_HSA=-4.72. (6) Drug 1: C1CCC(C(C1)N)N.C(=O)(C(=O)[O-])[O-].[Pt+4]. Drug 2: C(CCl)NC(=O)N(CCCl)N=O. Cell line: OVCAR-4. Synergy scores: CSS=3.59, Synergy_ZIP=-0.946, Synergy_Bliss=5.48, Synergy_Loewe=1.48, Synergy_HSA=2.98.